This data is from Reaction yield outcomes from USPTO patents with 853,638 reactions. The task is: Predict the reaction yield, written as a fraction of the theoretical maximum amount of product (1.0 means a 100% yield; for example, 0.34 means a 34% yield). The reactants are O[C:2]1[N:7]2[N:8]=[CH:9][CH:10]=[C:6]2[N:5]=[CH:4][C:3]=1[C:11]([O:13][CH2:14][CH3:15])=[O:12].[Cl:16][C:17]1[CH:23]=[CH:22][C:21]([Cl:24])=[CH:20][C:18]=1[NH2:19]. No catalyst specified. The product is [Cl:16][C:17]1[CH:23]=[CH:22][C:21]([Cl:24])=[CH:20][C:18]=1[NH:19][C:2]1[N:7]2[N:8]=[CH:9][CH:10]=[C:6]2[N:5]=[CH:4][C:3]=1[C:11]([O:13][CH2:14][CH3:15])=[O:12]. The yield is 0.680.